This data is from TCR-epitope binding with 47,182 pairs between 192 epitopes and 23,139 TCRs. The task is: Binary Classification. Given a T-cell receptor sequence (or CDR3 region) and an epitope sequence, predict whether binding occurs between them. (1) The epitope is LLDFVRFMGV. The TCR CDR3 sequence is CASSLNPRLTRTDTQYF. Result: 1 (the TCR binds to the epitope). (2) The epitope is FLPRVFSAV. The TCR CDR3 sequence is CASSFRDNSYEQYF. Result: 1 (the TCR binds to the epitope). (3) The epitope is NLWNTFTRL. The TCR CDR3 sequence is CASSLTCDRTHSVYGYTF. Result: 0 (the TCR does not bind to the epitope). (4) The epitope is ELAGIGILTV. The TCR CDR3 sequence is CASSDGGGGSEAFF. Result: 1 (the TCR binds to the epitope). (5) The epitope is MPASWVMRI. The TCR CDR3 sequence is CASSLSPGTSGSRANEQFF. Result: 0 (the TCR does not bind to the epitope). (6) The epitope is PROT_97E67BCC. The TCR CDR3 sequence is CASSELTSRTYEQYF. Result: 1 (the TCR binds to the epitope). (7) Result: 0 (the TCR does not bind to the epitope). The epitope is IVTDFSVIK. The TCR CDR3 sequence is CSVEDTSTYEQYF. (8) The epitope is YIFFASFYY. The TCR CDR3 sequence is CASSLTVDNSPLHF. Result: 1 (the TCR binds to the epitope).